Dataset: Reaction yield outcomes from USPTO patents with 853,638 reactions. Task: Predict the reaction yield, written as a fraction of the theoretical maximum amount of product (1.0 means a 100% yield; for example, 0.34 means a 34% yield). (1) The reactants are Cl.[NH2:2][C:3]12[CH2:12][CH:7]3[CH2:8][CH:9]([CH2:11][C:5]([C:13]([OH:15])=[O:14])([CH2:6]3)[CH2:4]1)[CH2:10]2.S(Cl)([Cl:18])=O.[CH3:20]O. No catalyst specified. The product is [ClH:18].[CH3:20][O:14][C:13]([C:5]12[CH2:11][CH:9]3[CH2:8][CH:7]([CH2:12][C:3]([NH2:2])([CH2:10]3)[CH2:4]1)[CH2:6]2)=[O:15]. The yield is 0.920. (2) The reactants are [H-].C([Al+]CC(C)C)C(C)C.[Cl:11][C:12]1[CH:23]=[CH:22][C:15]([C:16](N(OC)C)=[O:17])=[C:14]([N:24]([S:28]([C:31]2[CH:36]=[CH:35][C:34]([Cl:37])=[C:33]([C:38]([F:41])([F:40])[F:39])[CH:32]=2)(=[O:30])=[O:29])[CH2:25][O:26][CH3:27])[CH:13]=1.C([O-])(=O)C(C(C([O-])=O)O)O.[K+].[Na+]. The catalyst is C1COCC1. The product is [Cl:37][C:34]1[CH:35]=[CH:36][C:31]([S:28]([N:24]([C:14]2[CH:13]=[C:12]([Cl:11])[CH:23]=[CH:22][C:15]=2[CH:16]=[O:17])[CH2:25][O:26][CH3:27])(=[O:29])=[O:30])=[CH:32][C:33]=1[C:38]([F:40])([F:41])[F:39]. The yield is 0.620. (3) The reactants are [CH3:1][C:2]([O:5][C:6]([N:8]1[CH2:13][CH:12]=[C:11]([C:14]2[N:15]=[CH:16][C:17]([C:20]([O:22][CH3:23])=[O:21])=[N:18][CH:19]=2)[CH2:10][CH2:9]1)=[O:7])([CH3:4])[CH3:3]. The yield is 0.680. The catalyst is C(O)C.[Pd]. The product is [CH3:4][C:2]([O:5][C:6]([N:8]1[CH2:13][CH2:12][CH:11]([C:14]2[N:15]=[CH:16][C:17]([C:20]([O:22][CH3:23])=[O:21])=[N:18][CH:19]=2)[CH2:10][CH2:9]1)=[O:7])([CH3:1])[CH3:3]. (4) The reactants are [CH2:1]([N:3]1[C:11]2[C:10](=[O:12])[CH2:9][C:8]([CH3:14])([CH3:13])[CH2:7][C:6]=2[C:5]([CH2:15][OH:16])=[N:4]1)[CH3:2].C1C=C[NH+]=CC=1.[O-][Cr](Cl)(=O)=O.C([O-])(O)=O.[Na+]. The catalyst is C(Cl)Cl. The product is [CH2:1]([N:3]1[C:11]2[C:10](=[O:12])[CH2:9][C:8]([CH3:13])([CH3:14])[CH2:7][C:6]=2[C:5]([CH:15]=[O:16])=[N:4]1)[CH3:2]. The yield is 0.520. (5) The reactants are [Br:1][C:2]1[CH:7]=[CH:6][C:5]([C:8]2[N:12]([C:13]3[CH:14]=[CH:15][C:16]([S:19]([NH2:22])(=[O:21])=[O:20])=[N:17][CH:18]=3)[N:11]=[C:10]([C:23]([F:26])([F:25])[F:24])[CH:9]=2)=[CH:4][CH:3]=1.[Cl:27]N1C(=O)CCC1=O.S([O-])([O-])(=O)=S.[Na+].[Na+].C(OCC)C. The catalyst is CN(C)C=O. The product is [Br:1][C:2]1[CH:7]=[CH:6][C:5]([C:8]2[N:12]([C:13]3[CH:14]=[CH:15][C:16]([S:19]([NH2:22])(=[O:20])=[O:21])=[N:17][CH:18]=3)[N:11]=[C:10]([C:23]([F:26])([F:24])[F:25])[C:9]=2[Cl:27])=[CH:4][CH:3]=1. The yield is 0.630. (6) The reactants are [NH2:1][C:2]1[C:11]([F:12])=[C:10](F)[C:9]([F:14])=[C:8]2[C:3]=1[C:4](=[O:21])[C:5]([C:18]([OH:20])=[O:19])=[CH:6][N:7]2[CH:15]1[CH2:17][CH2:16]1.[N:22]1[CH:27]=[CH:26][CH:25]=[CH:24][C:23]=1[NH:28][CH2:29][CH2:30][NH2:31]. The catalyst is CS(C)=O. The product is [NH2:1][C:2]1[C:11]([F:12])=[C:10]([NH:31][CH2:30][CH2:29][NH:28][C:23]2[CH:24]=[CH:25][CH:26]=[CH:27][N:22]=2)[C:9]([F:14])=[C:8]2[C:3]=1[C:4](=[O:21])[C:5]([C:18]([OH:20])=[O:19])=[CH:6][N:7]2[CH:15]1[CH2:16][CH2:17]1. The yield is 0.750. (7) The reactants are Cl[C:2]1[CH:3]=[N:4][CH:5]=[CH:6][C:7]=1[C:8]#[N:9].[CH3:10][O:11][C:12](=[O:15])[CH2:13][SH:14].C([O-])([O-])=O.[K+].[K+]. The catalyst is CC#N. The product is [NH2:9][C:8]1[C:7]2[C:2](=[CH:3][N:4]=[CH:5][CH:6]=2)[S:14][C:13]=1[C:12]([O:11][CH3:10])=[O:15]. The yield is 0.800.